Dataset: Human liver microsome stability data. Task: Regression/Classification. Given a drug SMILES string, predict its absorption, distribution, metabolism, or excretion properties. Task type varies by dataset: regression for continuous measurements (e.g., permeability, clearance, half-life) or binary classification for categorical outcomes (e.g., BBB penetration, CYP inhibition). Dataset: hlm. (1) The molecule is O=C(NC1CCNCC1)c1cn2c(ccc3c(C(F)(F)F)cc(C(F)(F)F)nc32)n1. The result is 0 (unstable in human liver microsomes). (2) The result is 1 (stable in human liver microsomes). The compound is CS(=O)(=O)CCCn1c(Cn2c(=O)n(C3CCC3)c3ccncc32)nc2ccccc21. (3) The molecule is CC(=O)O[C@@]12CO[C@@H]1C[C@H](O)[C@@]1(C)C(=O)[C@H](O)C3=C(C)[C@@H](OC(=O)[C@H](O)[C@@H](NC(=O)OC(C)(C)CF)c4ccccc4)C[C@@](O)([C@@H](OC(=O)c4ccccc4)[C@H]21)C3(C)C. The result is 0 (unstable in human liver microsomes). (4) The drug is O=[N+]([O-])c1ccc(C2=NOC(c3ccc(N4CC[S+]([O-])CC4)cc3)C2)o1. The result is 0 (unstable in human liver microsomes). (5) The drug is O=S(=O)(C1CC1)N1CCC(Oc2ccc3c(c2)CCC2(CCN(C4CCC4)CC2)O3)CC1. The result is 0 (unstable in human liver microsomes).